Dataset: Full USPTO retrosynthesis dataset with 1.9M reactions from patents (1976-2016). Task: Predict the reactants needed to synthesize the given product. (1) Given the product [N+:14]([C:17]1[CH:37]=[CH:36][C:20]([CH2:21][O:22][C:23]([N:25]2[CH2:30][CH2:29][N+:28]3[C-:27]([C:33](=[O:35])[O:34][N:31]=3)[CH2:26]2)=[O:24])=[CH:19][CH:18]=1)([O-:16])=[O:15], predict the reactants needed to synthesize it. The reactants are: FC(F)(F)C(OC(=O)C(F)(F)F)=O.[N+:14]([C:17]1[CH:37]=[CH:36][C:20]([CH2:21][O:22][C:23]([N:25]2[CH2:30][CH2:29][N:28]([N:31]=O)[CH:27]([C:33]([OH:35])=[O:34])[CH2:26]2)=[O:24])=[CH:19][CH:18]=1)([O-:16])=[O:15]. (2) Given the product [CH3:31][S:28]([CH2:27][CH2:26][NH:25][C:15]([C:12]1[S:11][C:10]([NH:9][C:8]([N:7]([CH:1]2[CH2:2][CH2:3][CH2:4][CH2:5][CH2:6]2)[CH:19]2[CH2:20][CH2:21][CH2:22][CH2:23][CH2:24]2)=[O:18])=[N:14][CH:13]=1)=[O:17])(=[O:30])=[O:29], predict the reactants needed to synthesize it. The reactants are: [CH:1]1([N:7]([CH:19]2[CH2:24][CH2:23][CH2:22][CH2:21][CH2:20]2)[C:8](=[O:18])[NH:9][C:10]2[S:11][C:12]([C:15]([OH:17])=O)=[CH:13][N:14]=2)[CH2:6][CH2:5][CH2:4][CH2:3][CH2:2]1.[NH2:25][CH2:26][CH2:27][S:28]([CH3:31])(=[O:30])=[O:29]. (3) Given the product [F:1][C:2]1[CH:7]=[C:6]([F:8])[CH:5]=[CH:4][C:3]=1[S:9]([NH:12][C:13]1[C:14]([O:29][CH3:30])=[N:15][CH:16]=[C:17]([C:19]2[CH:20]=[CH:21][C:22]3[N:23]([C:25]([C:41]#[C:40][CH:39]([OH:42])[CH3:38])=[CH:26][N:27]=3)[CH:24]=2)[CH:18]=1)(=[O:11])=[O:10], predict the reactants needed to synthesize it. The reactants are: [F:1][C:2]1[CH:7]=[C:6]([F:8])[CH:5]=[CH:4][C:3]=1[S:9]([NH:12][C:13]1[C:14]([O:29][CH3:30])=[N:15][CH:16]=[C:17]([C:19]2[CH:20]=[CH:21][C:22]3[N:23]([C:25](I)=[CH:26][N:27]=3)[CH:24]=2)[CH:18]=1)(=[O:11])=[O:10].CCN(CC)CC.[CH3:38][CH:39]([OH:42])[C:40]#[CH:41].